Dataset: Full USPTO retrosynthesis dataset with 1.9M reactions from patents (1976-2016). Task: Predict the reactants needed to synthesize the given product. (1) Given the product [F:26][C:27]([F:46])([F:45])[S:28]([O:25][C:19]1[CH:18]=[C:17]([C:9]2([C:4]3[CH:5]=[CH:6][C:7]([F:8])=[C:2]([Br:1])[CH:3]=3)[C:10](=[O:16])[N:11]([CH3:15])[C:12](=[S:14])[NH:13]2)[CH:22]=[CH:21][C:20]=1[O:23][CH3:24])(=[O:30])=[O:29], predict the reactants needed to synthesize it. The reactants are: [Br:1][C:2]1[CH:3]=[C:4]([C:9]2([C:17]3[CH:22]=[CH:21][C:20]([O:23][CH3:24])=[C:19]([OH:25])[CH:18]=3)[NH:13][C:12](=[S:14])[N:11]([CH3:15])[C:10]2=[O:16])[CH:5]=[CH:6][C:7]=1[F:8].[F:26][C:27]([F:46])([F:45])[S:28](N(C1C=CC=CC=1)[S:28]([C:27]([F:46])([F:45])[F:26])(=[O:30])=[O:29])(=[O:30])=[O:29].C(N(CC)CC)C. (2) The reactants are: O[CH:2]1[CH2:8][CH2:7][N:6]([C:9]([O:11][CH2:12][C:13]2[CH:18]=[CH:17][CH:16]=[CH:15][CH:14]=2)=[O:10])[CH2:5][CH2:4][CH:3]1[C:19]([O:21][CH2:22][CH3:23])=[O:20].C(N(CC)CC)C.CS(Cl)(=O)=O.C1CCN2C(=NCCC2)CC1. Given the product [N:6]1([C:9]([O:11][CH2:12][C:13]2[CH:14]=[CH:15][CH:16]=[CH:17][CH:18]=2)=[O:10])[CH2:7][CH2:8][CH:2]=[C:3]([C:19]([O:21][CH2:22][CH3:23])=[O:20])[CH2:4][CH2:5]1, predict the reactants needed to synthesize it. (3) Given the product [CH3:23][N:22]([C:19]1[CH:20]=[CH:21][C:16]([C:4]([OH:5])([C:6]2[CH:11]=[CH:10][CH:9]=[C:8]([C:12]([F:15])([F:14])[F:13])[CH:7]=2)[C:12]([F:15])([F:14])[F:13])=[CH:17][C:18]=1[CH3:24])[S:35]([C:29]1[CH:34]=[CH:33][CH:32]=[CH:31][CH:30]=1)(=[O:37])=[O:36], predict the reactants needed to synthesize it. The reactants are: FCC(CF)(CF)[C:4]([C:16]1[CH:21]=[CH:20][C:19]([NH:22][CH3:23])=[C:18]([CH3:24])[CH:17]=1)([C:6]1[CH:11]=[CH:10][CH:9]=[C:8]([C:12]([F:15])([F:14])[F:13])[CH:7]=1)[OH:5].[C:29]1([S:35](Cl)(=[O:37])=[O:36])[CH:34]=[CH:33][CH:32]=[CH:31][CH:30]=1. (4) Given the product [Cl:18][C:11]1[CH:12]=[CH:13][C:14]([O:16][CH3:17])=[CH:15][C:10]=1[O:9][C:4]1[C:5]([OH:6])=[N:25][CH:24]=[N:26][C:3]=1[OH:2], predict the reactants needed to synthesize it. The reactants are: C[O:2][C:3](=O)[CH:4]([O:9][C:10]1[CH:15]=[C:14]([O:16][CH3:17])[CH:13]=[CH:12][C:11]=1[Cl:18])[C:5](OC)=[O:6].C[O-].[Na+].Cl.[CH:24]([NH2:26])=[NH:25]. (5) Given the product [CH2:13]([N:9]([CH2:10][CH2:11][CH3:12])[CH2:8][CH2:7][CH2:6][C@H:5]([N:16]([CH2:18][C:19]1[CH:24]=[CH:23][C:22]([CH2:25][N:26]([CH2:34][C:35]2[NH:36][CH:37]=[CH:38][N:39]=2)[CH2:27][C:28]2[N:29]([CH3:33])[CH:30]=[CH:31][N:32]=2)=[CH:21][CH:20]=1)[CH3:17])[C:4]([OH:40])=[O:3])[CH2:14][CH3:15], predict the reactants needed to synthesize it. The reactants are: C([O:3][C:4](=[O:40])[C@@H:5]([N:16]([CH2:18][C:19]1[CH:24]=[CH:23][C:22]([CH2:25][N:26]([CH2:34][C:35]2[NH:36][CH:37]=[CH:38][N:39]=2)[CH2:27][C:28]2[N:29]([CH3:33])[CH:30]=[CH:31][N:32]=2)=[CH:21][CH:20]=1)[CH3:17])[CH2:6][CH2:7][CH2:8][N:9]([CH2:13][CH2:14][CH3:15])[CH2:10][CH2:11][CH3:12])C. (6) Given the product [CH2:5]([NH:4][C:3]([N:7]1[CH2:11][CH:10]([CH2:12][CH3:13])[CH:9]=[N:8]1)=[N:23][S:20]([N:14]1[CH2:19][CH2:18][CH2:17][CH2:16][CH2:15]1)(=[O:22])=[O:21])[CH3:6], predict the reactants needed to synthesize it. The reactants are: CS[C:3]([N:7]1[CH2:11][CH:10]([CH2:12][CH3:13])[CH:9]=[N:8]1)=[N:4][CH2:5][CH3:6].[N:14]1([S:20]([NH2:23])(=[O:22])=[O:21])[CH2:19][CH2:18][CH2:17][CH2:16][CH2:15]1.